From a dataset of Experimentally validated miRNA-target interactions with 360,000+ pairs, plus equal number of negative samples. Binary Classification. Given a miRNA mature sequence and a target amino acid sequence, predict their likelihood of interaction. (1) The miRNA is hsa-miR-4267 with sequence UCCAGCUCGGUGGCAC. The protein sequence of the target gene is MRAARRGLHCAGAERPRRRGRLWDSSGVPQRQKRPGPWRTQTQEQMSRDVCIHTWPCTYYLEPKRRWVTGQLSLTSLSLRFMTDSTGEILVSFPLSSIVEIKKEASHFIFSSITILEKGHAKHWFSSLRPSRNVVFSIIEHFWRELLLSQPGAVADASVPRTRGEELTGLMAGSQKRLEDTARVLHHQGQQLDSVMRGLDKMESDLEVADRLLTELESPAWWPFSSKLWKTPPETKPREDVSMTSCEPFGKEGILIKIPAVISHRTESHVKPGRLTVLVSGLEIHDSSSLLMHRFEREDV.... Result: 1 (interaction). (2) The miRNA is hsa-miR-24-3p with sequence UGGCUCAGUUCAGCAGGAACAG. The protein sequence of the target gene is MGDSDDEYDRRRRDKFRRERSDYDRSRERDERRRGDDWNDREWDRGRERRSRGEYRDYDRNRRERFSPPRHELSPPQKRMRRDWDEHSSDPYHSGYEMPYAGGGGGPTYGPPQPWGHPDVHIMQHHVLPIQARLGSIAEIDLGVPPPVMKTFKEFLLSLDDSVDETEAVKRYNDYKLDFRRQQMQDFFLAHKDEEWFRSKYHPDEVGKRRQEARGALQNRLRVFLSLMETGWFDNLLLDIDKADAIVKMLDAAVIKMEGGTENDLRILEQEEEEEQAGKPGEPSKKEEGRAGAGLGDGER.... Result: 1 (interaction). (3) The miRNA is hsa-miR-378g with sequence ACUGGGCUUGGAGUCAGAAG. The protein sequence of the target gene is MSGYARRQGAPPLSRTRSLVVPDAPAFYERRSCLPQLDCERPHGGDLHPHLFGFRPTFMCYVPSPVLASVGDTGFGYGKGKCTNQGPSGAPETRFGGDKLEDLEEANPFSFKEFLKTKNLSLSKEDTTTSRIYPKEASRHPLGLEHSSPASQLMGYGLESQQPFFEDPTRASNLEEDEDDGWNITYLPSAVDQTHSSRDTQDSPPCDTYLSFFSNSSELACPESLPPWTLSDTDSRISPASPAGSPNADFAAHEESLGDRHLRTLQISYEALKDENSKLRRKLNEVQSFSETQTEMVRTL.... Result: 0 (no interaction). (4) The miRNA is hsa-miR-6124 with sequence GGGAAAAGGAAGGGGGAGGA. The protein sequence of the target gene is MAVSHSVKERTISENSLIILLQGLQGRVTTVDLRDESVAHGRIDNVDAFMNIRLAKVTYTDRWGHQVKLDDLFVTGRNVRYVHIPDDVNITSTIEQQLQIIHRVRNFGGKGQGRWEFPPKNCK. Result: 0 (no interaction). (5) The miRNA is mmu-miR-6964-3p with sequence UUUCUUGUCUUCCACUCUAG. The protein sequence of the target gene is MQGGEPVSTMKVSESEGKLEGQATAVTPNKNSSCGGGISSSSSSRGGSAKGWQYSDHMENVYGYLMKYTNLVTGWQYRFFVLNNEAGLLEYFVNEQSRNQKPRGTLQLAGAVISPSDEDSHTFTVNAASGEQYKLRATDAKERQHWVSRLQICTQHHTEAIGKNNPPLKSRSFSLASSSNSPISQRRPSQNAISFFNVGHSKLQSLSKRTNLPPDHLVEVREMMSHAEGQQRDLIRRIECLPTSGHLSSLDQDLLMLKATSMATMNCLNDCFHILQLQHASHQKGSLPSGTTIEWLEPKI.... Result: 0 (no interaction). (6) The miRNA is hsa-miR-26b-5p with sequence UUCAAGUAAUUCAGGAUAGGU. The protein sequence of the target gene is MEVEQEQRRRKVEAGRTKLAHFRQRKTKGDSSHSEKKTAKRKGSAVDASVQEESPVTKEDSALCGGGDICKSTSCDDTPDGAGGAFAAQPEDCDGEKREDLEQLQQKQVNDHPPEQCGMFTVSDHPPEQHGMFTVGDHPPEQRGMFTVSDHPPEQHGMFTVSDHPPEQRGMFTISDHQPEQRGMFTVSDHTPEQRGIFTISDHPAEQRGMFTKECEQECELAITDLESGREDEAGLHQSQAVHGLELEALRLSLSNMHTAQLELTQANLQKEKETALTELREMLNSRRAQELALLQSRQQ.... Result: 1 (interaction). (7) The miRNA is hsa-miR-3680-5p with sequence GACUCACUCACAGGAUUGUGCA. The protein sequence of the target gene is MPTNCAAAGCATTYNKHINISFHRFPLDPKRRKEWVRLVRRKNFVPGKHTFLCSKHFEASCFDLTGQTRRLKMDAVPTIFDFCTHIKSMKLKSRNLLKKNNSCSPAGPSNLKSNISSQQVLLEHSYAFRNPMEAKKRIIKLEKEIASLRRKMKTCLQKERRATRRWIKATCLVKNLEANSVLPKGTSEHMLPTALSSLPLEDFKILEQDQQDKTLLSLNLKQTKSTFI. Result: 0 (no interaction).